From a dataset of Forward reaction prediction with 1.9M reactions from USPTO patents (1976-2016). Predict the product of the given reaction. (1) Given the reactants C[O:2][C:3]1[CH:4]=[C:5]2[C:10](=[C:11]([CH3:14])[C:12]=1[CH3:13])[N:9]([C:15](=[O:17])C)[CH2:8][C:7]1([CH2:20][CH2:19][CH2:18]1)[CH2:6]2.B(Br)(Br)Br, predict the reaction product. The product is: [OH:2][C:3]1[CH:4]=[C:5]2[C:10](=[C:11]([CH3:14])[C:12]=1[CH3:13])[N:9]([CH:15]=[O:17])[CH2:8][C:7]1([CH2:20][CH2:19][CH2:18]1)[CH2:6]2. (2) Given the reactants [F:1][C:2]([F:29])([F:28])[C:3]1[CH:4]=[C:5]([C@H:9]([O:11][C:12](=[O:27])[NH:13][C:14]2[N:15]([CH3:26])[N:16]=[N:17][C:18]=2[C:19]2[CH:24]=[CH:23][C:22](Br)=[CH:21][CH:20]=2)[CH3:10])[CH:6]=[CH:7][CH:8]=1.CC1(C)C(C)(C)OB([C:38]2[CH:43]=[CH:42][C:41]([C:44]3([C:47]([NH:49][S:50]([CH3:53])(=[O:52])=[O:51])=[O:48])[CH2:46][CH2:45]3)=[CH:40][CH:39]=2)O1.CN(C=O)C.C([O-])([O-])=O.[Na+].[Na+], predict the reaction product. The product is: [F:1][C:2]([F:29])([F:28])[C:3]1[CH:4]=[C:5]([C@H:9]([O:11][C:12](=[O:27])[NH:13][C:14]2[N:15]([CH3:26])[N:16]=[N:17][C:18]=2[C:19]2[CH:24]=[CH:23][C:22]([C:38]3[CH:39]=[CH:40][C:41]([C:44]4([C:47]([NH:49][S:50]([CH3:53])(=[O:52])=[O:51])=[O:48])[CH2:46][CH2:45]4)=[CH:42][CH:43]=3)=[CH:21][CH:20]=2)[CH3:10])[CH:6]=[CH:7][CH:8]=1. (3) Given the reactants [CH2:1]([NH2:8])[C:2]1[CH:7]=[CH:6][CH:5]=[CH:4][CH:3]=1.[CH2:9](I)[CH2:10][CH2:11][CH2:12][CH3:13], predict the reaction product. The product is: [CH2:1]([NH:8][CH2:9][CH2:10][CH2:11][CH2:12][CH3:13])[C:2]1[CH:7]=[CH:6][CH:5]=[CH:4][CH:3]=1. (4) Given the reactants [Cl:1][C:2]1[CH:7]=[C:6]([Cl:8])[C:5]([S:9][CH2:10][C:11]([F:14])([F:13])[F:12])=[CH:4][C:3]=1[OH:15].ClC1C=CC=C(C(OO)=[O:24])C=1.S([O-])([O-])(=O)=S.[Na+].[Na+], predict the reaction product. The product is: [Cl:1][C:2]1[CH:7]=[C:6]([Cl:8])[C:5]([S:9]([CH2:10][C:11]([F:12])([F:14])[F:13])=[O:24])=[CH:4][C:3]=1[OH:15]. (5) Given the reactants [OH:1][CH2:2][C:3]1[CH:4]=[C:5]([CH2:11][CH:12]([O:18][CH:19]([CH3:21])[CH3:20])[C:13]([O:15]CC)=[O:14])[CH:6]=[CH:7][C:8]=1[O:9][CH3:10].[F:22][C:23]([F:34])([F:33])[C:24]1[CH:29]=[CH:28][C:27]([N:30]=[C:31]=[O:32])=[CH:26][CH:25]=1, predict the reaction product. The product is: [CH:19]([O:18][CH:12]([CH2:11][C:5]1[CH:6]=[CH:7][C:8]([O:9][CH3:10])=[C:3]([CH2:2][O:1][C:31]([NH:30][C:27]2[CH:26]=[CH:25][C:24]([C:23]([F:22])([F:33])[F:34])=[CH:29][CH:28]=2)=[O:32])[CH:4]=1)[C:13]([OH:15])=[O:14])([CH3:20])[CH3:21]. (6) Given the reactants [H-].[Na+].[F:3][C:4]([F:8])([F:7])[CH2:5][OH:6].Br[C:10]1[N:15]=[CH:14][C:13]([Br:16])=[CH:12][N:11]=1, predict the reaction product. The product is: [Br:16][C:13]1[CH:12]=[N:11][C:10]([O:6][CH2:5][C:4]([F:8])([F:7])[F:3])=[N:15][CH:14]=1. (7) Given the reactants [NH2:1][CH2:2][CH2:3][CH2:4][CH2:5][CH2:6][NH:7][C:8]([CH2:10][S:11][C:12](=[O:14])[CH3:13])=[O:9].C(N(CC)CC)C.[C:22]1([N:28]=[C:29]=[S:30])[CH:27]=[CH:26][CH:25]=[CH:24][CH:23]=1.C(O)C(N)(CO)CO, predict the reaction product. The product is: [C:22]1([NH:28][C:29](=[S:30])[NH:1][CH2:2][CH2:3][CH2:4][CH2:5][CH2:6][NH:7][C:8]([CH2:10][S:11][C:12](=[O:14])[CH3:13])=[O:9])[CH:27]=[CH:26][CH:25]=[CH:24][CH:23]=1. (8) Given the reactants [NH:1]1[C:9]2[C:4](=[CH:5][C:6]([C:10]([O:12][CH3:13])=[O:11])=[CH:7][CH:8]=2)[CH:3]=[CH:2]1.Br[CH2:15][C:16]1[CH:21]=[CH:20][C:19]([F:22])=[CH:18][C:17]=1[F:23].[H-].[Na+].CO, predict the reaction product. The product is: [F:23][C:17]1[CH:18]=[C:19]([F:22])[CH:20]=[CH:21][C:16]=1[CH2:15][N:1]1[C:9]2[C:4](=[CH:5][C:6]([C:10]([O:12][CH3:13])=[O:11])=[CH:7][CH:8]=2)[CH:3]=[CH:2]1. (9) Given the reactants [CH2:1]([C:5]1([CH2:18][CH2:19][C:20](=[O:23])[CH2:21][CH3:22])[CH2:13][C:12]2[C:7](=[CH:8][CH:9]=[C:10]([O:15][CH3:16])[C:11]=2[Cl:14])[C:6]1=O)[CH2:2][CH2:3][CH3:4], predict the reaction product. The product is: [CH2:1]([C:5]12[CH2:18][CH2:19][C:20](=[O:23])[C:21]([CH3:22])=[C:6]1[C:7]1[C:12](=[C:11]([Cl:14])[C:10]([O:15][CH3:16])=[CH:9][CH:8]=1)[CH2:13]2)[CH2:2][CH2:3][CH3:4]. (10) Given the reactants [Br:1][C:2]1[C:3]([CH3:9])=[C:4]([CH:6]=[CH:7][CH:8]=1)[NH2:5].C(OC(=O)C)(=O)C.C([O-])(=O)C.[K+].[N:22](OCCC(C)C)=O.Cl, predict the reaction product. The product is: [Br:1][C:2]1[CH:8]=[CH:7][CH:6]=[C:4]2[C:3]=1[CH:9]=[N:22][NH:5]2.